Dataset: Peptide-MHC class I binding affinity with 185,985 pairs from IEDB/IMGT. Task: Regression. Given a peptide amino acid sequence and an MHC pseudo amino acid sequence, predict their binding affinity value. This is MHC class I binding data. (1) The peptide sequence is YHFDPVHHL. The MHC is HLA-B39:01 with pseudo-sequence HLA-B39:01. The binding affinity (normalized) is 0.778. (2) The peptide sequence is EREEELRKRL. The MHC is Mamu-A07 with pseudo-sequence Mamu-A07. The binding affinity (normalized) is 0. (3) The peptide sequence is RLRPGGKKK. The MHC is HLA-B35:03 with pseudo-sequence HLA-B35:03. The binding affinity (normalized) is 0. (4) The peptide sequence is LYKSGLFQF. The MHC is HLA-A24:03 with pseudo-sequence HLA-A24:03. The binding affinity (normalized) is 1.00. (5) The peptide sequence is EESVYKIL. The MHC is H-2-Kb with pseudo-sequence H-2-Kb. The binding affinity (normalized) is 0.00396. (6) The peptide sequence is LLQKYPPPR. The MHC is HLA-A02:01 with pseudo-sequence HLA-A02:01. The binding affinity (normalized) is 0.